This data is from NCI-60 drug combinations with 297,098 pairs across 59 cell lines. The task is: Regression. Given two drug SMILES strings and cell line genomic features, predict the synergy score measuring deviation from expected non-interaction effect. (1) Drug 1: CC(C)CN1C=NC2=C1C3=CC=CC=C3N=C2N. Drug 2: CCC1(C2=C(COC1=O)C(=O)N3CC4=CC5=C(C=CC(=C5CN(C)C)O)N=C4C3=C2)O.Cl. Cell line: OVCAR-5. Synergy scores: CSS=10.8, Synergy_ZIP=-3.41, Synergy_Bliss=0.609, Synergy_Loewe=1.41, Synergy_HSA=1.47. (2) Drug 1: COC1=C(C=C2C(=C1)N=CN=C2NC3=CC(=C(C=C3)F)Cl)OCCCN4CCOCC4. Drug 2: CN1C(=O)N2C=NC(=C2N=N1)C(=O)N. Cell line: SF-268. Synergy scores: CSS=13.7, Synergy_ZIP=-0.892, Synergy_Bliss=2.11, Synergy_Loewe=-4.87, Synergy_HSA=0.948. (3) Drug 1: C1=NC2=C(N=C(N=C2N1C3C(C(C(O3)CO)O)O)F)N. Drug 2: C1=CC=C(C=C1)NC(=O)CCCCCCC(=O)NO. Cell line: K-562. Synergy scores: CSS=16.6, Synergy_ZIP=-2.75, Synergy_Bliss=0.543, Synergy_Loewe=-13.1, Synergy_HSA=-1.12. (4) Drug 1: CN1CCC(CC1)COC2=C(C=C3C(=C2)N=CN=C3NC4=C(C=C(C=C4)Br)F)OC. Drug 2: CC1C(C(CC(O1)OC2CC(OC(C2O)C)OC3=CC4=CC5=C(C(=O)C(C(C5)C(C(=O)C(C(C)O)O)OC)OC6CC(C(C(O6)C)O)OC7CC(C(C(O7)C)O)OC8CC(C(C(O8)C)O)(C)O)C(=C4C(=C3C)O)O)O)O. Cell line: ACHN. Synergy scores: CSS=26.5, Synergy_ZIP=10.5, Synergy_Bliss=16.5, Synergy_Loewe=15.3, Synergy_HSA=17.8. (5) Drug 1: C1CCC(CC1)NC(=O)N(CCCl)N=O. Drug 2: CC1C(C(=O)NC(C(=O)N2CCCC2C(=O)N(CC(=O)N(C(C(=O)O1)C(C)C)C)C)C(C)C)NC(=O)C3=C4C(=C(C=C3)C)OC5=C(C(=O)C(=C(C5=N4)C(=O)NC6C(OC(=O)C(N(C(=O)CN(C(=O)C7CCCN7C(=O)C(NC6=O)C(C)C)C)C)C(C)C)C)N)C. Cell line: A549. Synergy scores: CSS=19.2, Synergy_ZIP=-5.32, Synergy_Bliss=2.90, Synergy_Loewe=1.67, Synergy_HSA=1.79. (6) Drug 1: CCCS(=O)(=O)NC1=C(C(=C(C=C1)F)C(=O)C2=CNC3=C2C=C(C=N3)C4=CC=C(C=C4)Cl)F. Drug 2: C1=CC=C(C=C1)NC(=O)CCCCCCC(=O)NO. Cell line: SN12C. Synergy scores: CSS=4.88, Synergy_ZIP=4.70, Synergy_Bliss=3.66, Synergy_Loewe=-2.81, Synergy_HSA=1.61. (7) Drug 1: C1=CN(C=N1)CC(O)(P(=O)(O)O)P(=O)(O)O. Drug 2: CC(C)(C#N)C1=CC(=CC(=C1)CN2C=NC=N2)C(C)(C)C#N. Cell line: NCI-H226. Synergy scores: CSS=3.27, Synergy_ZIP=-0.590, Synergy_Bliss=0.127, Synergy_Loewe=2.39, Synergy_HSA=0.211. (8) Drug 1: CC1C(C(CC(O1)OC2CC(CC3=C2C(=C4C(=C3O)C(=O)C5=C(C4=O)C(=CC=C5)OC)O)(C(=O)CO)O)N)O.Cl. Drug 2: C1CCN(CC1)CCOC2=CC=C(C=C2)C(=O)C3=C(SC4=C3C=CC(=C4)O)C5=CC=C(C=C5)O. Cell line: MOLT-4. Synergy scores: CSS=37.8, Synergy_ZIP=-4.81, Synergy_Bliss=-8.40, Synergy_Loewe=-10.4, Synergy_HSA=-7.35. (9) Drug 1: CCC1=CC2CC(C3=C(CN(C2)C1)C4=CC=CC=C4N3)(C5=C(C=C6C(=C5)C78CCN9C7C(C=CC9)(C(C(C8N6C)(C(=O)OC)O)OC(=O)C)CC)OC)C(=O)OC.C(C(C(=O)O)O)(C(=O)O)O. Drug 2: CNC(=O)C1=NC=CC(=C1)OC2=CC=C(C=C2)NC(=O)NC3=CC(=C(C=C3)Cl)C(F)(F)F. Cell line: SN12C. Synergy scores: CSS=48.4, Synergy_ZIP=-2.82, Synergy_Bliss=-0.299, Synergy_Loewe=-7.04, Synergy_HSA=1.06.